From a dataset of Reaction yield outcomes from USPTO patents with 853,638 reactions. Predict the reaction yield, written as a fraction of the theoretical maximum amount of product (1.0 means a 100% yield; for example, 0.34 means a 34% yield). (1) The reactants are [CH3:1][C:2]1([CH3:34])[CH2:10][C:9]2[N:8]([C:11]3[CH:18]=[CH:17][C:14]([C:15]#[N:16])=[C:13]([NH:19][C:20]4[CH:25]=[C:24]([O:26][CH3:27])[C:23]([O:28][CH3:29])=[C:22]([O:30][CH3:31])[CH:21]=4)[CH:12]=3)[N:7]=[C:6]([CH3:32])[C:5]=2[C:4](=[O:33])[CH2:3]1.C([OH:37])C.CS(C)=O.[OH-].[Na+].OO. The catalyst is O. The product is [CH3:1][C:2]1([CH3:34])[CH2:10][C:9]2[N:8]([C:11]3[CH:18]=[CH:17][C:14]([C:15]([NH2:16])=[O:37])=[C:13]([NH:19][C:20]4[CH:25]=[C:24]([O:26][CH3:27])[C:23]([O:28][CH3:29])=[C:22]([O:30][CH3:31])[CH:21]=4)[CH:12]=3)[N:7]=[C:6]([CH3:32])[C:5]=2[C:4](=[O:33])[CH2:3]1. The yield is 0.990. (2) The reactants are C(OC([N:8]1[CH2:12][C:11]([F:14])([F:13])[CH2:10][CH:9]1[C:15]1[NH:16][C:17]([C:20]2[CH:25]=[CH:24][C:23]([C:26]3[CH:35]=[CH:34][C:33]4[C:28](=[CH:29][CH:30]=[C:31]([C:36]5[NH:37][C:38]([CH:41]6[CH2:45][CH2:44][CH2:43][N:42]6[C:46](=[O:59])[CH:47]([NH:54][C:55]([O:57][CH3:58])=[O:56])[CH:48]6[CH2:53][CH2:52][O:51][CH2:50][CH2:49]6)=[N:39][CH:40]=5)[CH:32]=4)[CH:27]=3)=[CH:22][CH:21]=2)=[CH:18][N:19]=1)=O)(C)(C)C.Cl.[CH3:61][O:62][C:63]([NH:65][CH:66]([C:70]1[CH:75]=[CH:74][CH:73]=[CH:72][CH:71]=1)[C:67]([OH:69])=O)=[O:64].P([O-])([O-])([O-])=O.[K+].[K+].[K+].CCOC(C(C#N)=NOC(N1CCOCC1)=[N+](C)C)=O.F[P-](F)(F)(F)(F)F. The catalyst is C(Cl)Cl.CO. The product is [CH3:61][O:62][C:63](=[O:64])[NH:65][CH:66]([C:70]1[CH:75]=[CH:74][CH:73]=[CH:72][CH:71]=1)[C:67]([N:8]1[CH2:12][C:11]([F:13])([F:14])[CH2:10][CH:9]1[C:15]1[NH:16][C:17]([C:20]2[CH:21]=[CH:22][C:23]([C:26]3[CH:35]=[CH:34][C:33]4[C:28](=[CH:29][CH:30]=[C:31]([C:36]5[NH:37][C:38]([CH:41]6[CH2:45][CH2:44][CH2:43][N:42]6[C:46](=[O:59])[CH:47]([NH:54][C:55]([O:57][CH3:58])=[O:56])[CH:48]6[CH2:53][CH2:52][O:51][CH2:50][CH2:49]6)=[N:39][CH:40]=5)[CH:32]=4)[CH:27]=3)=[CH:24][CH:25]=2)=[CH:18][N:19]=1)=[O:69]. The yield is 0.490. (3) The reactants are [CH2:1]([O:8][C:9]1[CH:14]=[CH:13][C:12]([NH:15][C:16]2[C:25]3[C:20](=[CH:21][CH:22]=[C:23]([C:26]4[O:27][C:28]([CH:31]5OCC[O:32]5)=[CH:29][CH:30]=4)[CH:24]=3)[N:19]=[CH:18][N:17]=2)=[CH:11][C:10]=1[C:36]([F:39])([F:38])[F:37])[C:2]1[CH:7]=[CH:6][CH:5]=[CH:4][CH:3]=1.Cl.O. The catalyst is C1COCC1. The product is [CH2:1]([O:8][C:9]1[CH:14]=[CH:13][C:12]([NH:15][C:16]2[C:25]3[C:20](=[CH:21][CH:22]=[C:23]([C:26]4[O:27][C:28]([CH:31]=[O:32])=[CH:29][CH:30]=4)[CH:24]=3)[N:19]=[CH:18][N:17]=2)=[CH:11][C:10]=1[C:36]([F:39])([F:37])[F:38])[C:2]1[CH:7]=[CH:6][CH:5]=[CH:4][CH:3]=1. The yield is 0.840. (4) The reactants are [Cl:1][C:2]1[CH:7]=[C:6]([Cl:8])[CH:5]=[CH:4][C:3]=1[N:9]1[CH2:15][CH2:14][CH2:13][NH:12][CH2:11][CH2:10]1.C(N(C(C)C)CC)(C)C.[CH2:25]([O:32][CH2:33][C:34](Cl)=[O:35])[C:26]1[CH:31]=[CH:30][CH:29]=[CH:28][CH:27]=1. The catalyst is ClCCl. The product is [CH2:25]([O:32][CH2:33][C:34]([N:12]1[CH2:13][CH2:14][CH2:15][N:9]([C:3]2[CH:4]=[CH:5][C:6]([Cl:8])=[CH:7][C:2]=2[Cl:1])[CH2:10][CH2:11]1)=[O:35])[C:26]1[CH:31]=[CH:30][CH:29]=[CH:28][CH:27]=1. The yield is 0.460. (5) The reactants are [H-].[H-].[H-].[H-].[Li+].[Al+3].[CH:7]1([N:13]2[C:17]([C:18]3[CH:23]=[CH:22][C:21]([O:24][CH2:25][C:26]4[CH:31]=[CH:30][CH:29]=[CH:28][CH:27]=4)=[CH:20][CH:19]=3)=[CH:16][C:15]([C:32](OCC)=[O:33])=[N:14]2)[CH2:12][CH2:11][CH2:10][CH2:9][CH2:8]1. The catalyst is C1COCC1. The product is [CH:7]1([N:13]2[C:17]([C:18]3[CH:23]=[CH:22][C:21]([O:24][CH2:25][C:26]4[CH:27]=[CH:28][CH:29]=[CH:30][CH:31]=4)=[CH:20][CH:19]=3)=[CH:16][C:15]([CH2:32][OH:33])=[N:14]2)[CH2:8][CH2:9][CH2:10][CH2:11][CH2:12]1. The yield is 1.00. (6) The reactants are CC1(C)C(C)(C)OB([C:9]2[CH:14]=[CH:13][N:12]=[C:11]([NH:15][C:16](=[O:18])[CH3:17])[CH:10]=2)O1.O.Br[C:22]1[CH:23]=[N:24][C:25]([N:40]([CH3:42])[CH3:41])=[C:26]([CH:39]=1)[C:27]([N:29]([C:31]1[CH:36]=[CH:35][C:34]([F:37])=[CH:33][C:32]=1[F:38])[CH3:30])=[O:28].C(=O)([O-])[O-].[Cs+].[Cs+]. The catalyst is O1CCOCC1.CCOC(C)=O.[Pd].C1(P(C2C=CC=CC=2)C2C=CC=CC=2)C=CC=CC=1.C1(P(C2C=CC=CC=2)C2C=CC=CC=2)C=CC=CC=1.C1(P(C2C=CC=CC=2)C2C=CC=CC=2)C=CC=CC=1.C1(P(C2C=CC=CC=2)C2C=CC=CC=2)C=CC=CC=1. The product is [C:16]([NH:15][C:11]1[CH:10]=[C:9]([C:22]2[CH:23]=[N:24][C:25]([N:40]([CH3:42])[CH3:41])=[C:26]([C:27]([N:29]([C:31]3[CH:36]=[CH:35][C:34]([F:37])=[CH:33][C:32]=3[F:38])[CH3:30])=[O:28])[CH:39]=2)[CH:14]=[CH:13][N:12]=1)(=[O:18])[CH3:17]. The yield is 0.510.